The task is: Predict the reactants needed to synthesize the given product.. This data is from Full USPTO retrosynthesis dataset with 1.9M reactions from patents (1976-2016). (1) Given the product [C:27]([O:31][C:32]1[CH:37]=[CH:36][C:35]([N:3]2[C:4](=[O:26])[C:5]([CH2:11][C:12]3[CH:17]=[CH:16][C:15]([C:18]4[C:19]([C:24]#[N:25])=[CH:20][CH:21]=[CH:22][CH:23]=4)=[CH:14][CH:13]=3)=[C:6]([CH2:8][CH2:9][CH3:10])[N:7]=[C:2]2[CH3:1])=[CH:34][CH:33]=1)([CH3:30])([CH3:28])[CH3:29], predict the reactants needed to synthesize it. The reactants are: [CH3:1][C:2]1[NH:3][C:4](=[O:26])[C:5]([CH2:11][C:12]2[CH:17]=[CH:16][C:15]([C:18]3[C:19]([C:24]#[N:25])=[CH:20][CH:21]=[CH:22][CH:23]=3)=[CH:14][CH:13]=2)=[C:6]([CH2:8][CH2:9][CH3:10])[N:7]=1.[C:27]([O:31][C:32]1[CH:37]=[CH:36][C:35](B(O)O)=[CH:34][CH:33]=1)([CH3:30])([CH3:29])[CH3:28].C(N(CC)CC)C.N1C=CC=CC=1. (2) The reactants are: [H-].[Na+].[CH3:3][O:4][C:5]1[CH:10]=[CH:9][C:8]([C@@H:11]2[C@@H:16]([O:17][CH2:18][C:19]3[CH:20]=[CH:21][C:22]4[O:27][CH2:26][CH2:25][N:24]([CH2:28][CH2:29][CH2:30][O:31][CH3:32])[C:23]=4[CH:33]=3)[CH2:15][N:14]([S:34]([C:37]3[CH:42]=[CH:41][C:40]([CH3:43])=[CH:39][CH:38]=3)(=[O:36])=[O:35])[CH2:13][C@H:12]2[OH:44])=[CH:7][CH:6]=1.Br[CH2:46][C:47]([O:49][CH3:50])=[O:48]. Given the product [CH3:3][O:4][C:5]1[CH:10]=[CH:9][C:8]([C@@H:11]2[C@@H:16]([O:17][CH2:18][C:19]3[CH:20]=[CH:21][C:22]4[O:27][CH2:26][CH2:25][N:24]([CH2:28][CH2:29][CH2:30][O:31][CH3:32])[C:23]=4[CH:33]=3)[CH2:15][N:14]([S:34]([C:37]3[CH:38]=[CH:39][C:40]([CH3:43])=[CH:41][CH:42]=3)(=[O:35])=[O:36])[CH2:13][C@H:12]2[O:44][CH2:46][C:47]([O:49][CH3:50])=[O:48])=[CH:7][CH:6]=1, predict the reactants needed to synthesize it.